This data is from Forward reaction prediction with 1.9M reactions from USPTO patents (1976-2016). The task is: Predict the product of the given reaction. (1) Given the reactants [S:1]1[CH:5]=[CH:4][C:3]([CH:6]=O)=[CH:2]1.C([CH2:11][S:12]([CH2:15][S:16]([CH2:19][C:20](O)=O)(=[O:18])=[O:17])(=[O:14])=[O:13])(O)=O, predict the reaction product. The product is: [S:1]1[CH:5]=[CH:4][C:3](/[CH:6]=[CH:11]/[S:12]([CH2:15][S:16](/[CH:19]=[CH:20]/[C:3]2[CH:4]=[CH:5][S:1][CH:2]=2)(=[O:18])=[O:17])(=[O:14])=[O:13])=[CH:2]1. (2) Given the reactants [Cl:1][C:2]1[C:3]([F:32])=[C:4]([CH:29]=[CH:30][CH:31]=1)[NH:5][C:6]1[C:15]2[C:10](=[CH:11][C:12]([O:27][CH3:28])=[C:13]([O:16][CH:17]3[CH2:22][CH2:21][N:20]([C:23](=[O:26])[CH2:24]Cl)[CH2:19][CH2:18]3)[CH:14]=2)[N:9]=[CH:8][N:7]=1.[I-].[Na+].[CH3:35][NH:36][CH3:37], predict the reaction product. The product is: [Cl:1][C:2]1[C:3]([F:32])=[C:4]([CH:29]=[CH:30][CH:31]=1)[NH:5][C:6]1[C:15]2[C:10](=[CH:11][C:12]([O:27][CH3:28])=[C:13]([O:16][CH:17]3[CH2:22][CH2:21][N:20]([C:23](=[O:26])[CH2:24][N:36]([CH3:37])[CH3:35])[CH2:19][CH2:18]3)[CH:14]=2)[N:9]=[CH:8][N:7]=1. (3) Given the reactants [CH3:1][C:2]1([C:7]2[CH:12]=[CH:11][CH:10]=[C:9]([Sn](CCCC)(CCCC)CCCC)[N:8]=2)[O:6][CH2:5][CH2:4][O:3]1.Br[C:27]1[N:31]2[N:32]=[C:33]([N:36]3[CH2:40][CH2:39][CH2:38][CH:37]3[C:41]3[CH:46]=[C:45]([F:47])[CH:44]=[CH:43][C:42]=3F)[CH:34]=[CH:35][C:30]2=[N:29][CH:28]=1, predict the reaction product. The product is: [F:47][C:45]1[CH:46]=[C:41]([C@H:37]2[CH2:38][CH2:39][CH2:40][N:36]2[C:33]2[CH:34]=[CH:35][C:30]3[N:31]([C:27]([C:9]4[CH:10]=[CH:11][CH:12]=[C:7]([C:2]5([CH3:1])[O:3][CH2:4][CH2:5][O:6]5)[N:8]=4)=[CH:28][N:29]=3)[N:32]=2)[CH:42]=[CH:43][CH:44]=1. (4) Given the reactants C(OC([NH:8][CH2:9][C@@:10]1([CH2:19][C:20]([O:22]C(C)(C)C)=[O:21])[CH2:16][C@H:15]2[C@@H:11]1[C:12]([CH3:18])=[C:13]([CH3:17])[CH2:14]2)=O)(C)(C)C.O.[C:28]1([CH3:38])[CH:33]=[CH:32][C:31]([S:34]([OH:37])(=[O:36])=[O:35])=[CH:30][CH:29]=1, predict the reaction product. The product is: [C:28]1([CH3:38])[CH:29]=[CH:30][C:31]([S:34]([OH:37])(=[O:35])=[O:36])=[CH:32][CH:33]=1.[NH2:8][CH2:9][C@@:10]1([CH2:19][C:20]([OH:22])=[O:21])[CH2:16][C@H:15]2[C@@H:11]1[C:12]([CH3:18])=[C:13]([CH3:17])[CH2:14]2. (5) Given the reactants [NH:1]([C:3]([CH:5]1[CH2:10][CH2:9][N:8]([C:11]([O:13][C:14]([CH3:17])([CH3:16])[CH3:15])=[O:12])[CH2:7][CH2:6]1)=O)[NH2:2].[C:18]([C:20]1[N:25]=[CH:24][CH:23]=[CH:22][N:21]=1)#[N:19], predict the reaction product. The product is: [N:21]1[CH:22]=[CH:23][CH:24]=[N:25][C:20]=1[C:18]1[NH:2][N:1]=[C:3]([CH:5]2[CH2:10][CH2:9][N:8]([C:11]([O:13][C:14]([CH3:17])([CH3:16])[CH3:15])=[O:12])[CH2:7][CH2:6]2)[N:19]=1. (6) Given the reactants [Cl:1][C:2]1[CH:7]=[CH:6][CH:5]=[CH:4][C:3]=1[C:8]1[O:12][N:11]=[CH:10][C:9]=1[C:13]([OH:15])=O.C(O)(=O)C(O)=O.[Cl:22][C:23]1[CH:34]=[CH:33][C:26]([CH2:27][CH:28]2[CH2:32][CH2:31][NH:30][CH2:29]2)=[CH:25][CH:24]=1, predict the reaction product. The product is: [Cl:22][C:23]1[CH:24]=[CH:25][C:26]([CH2:27][CH:28]2[CH2:32][CH2:31][N:30]([C:13]([C:9]3[CH:10]=[N:11][O:12][C:8]=3[C:3]3[CH:4]=[CH:5][CH:6]=[CH:7][C:2]=3[Cl:1])=[O:15])[CH2:29]2)=[CH:33][CH:34]=1. (7) Given the reactants [F:1][C:2]1([F:57])[C:6]2[N:7]([CH2:14][C:15]([NH:17][C@H:18]([C:28]3[C:33]([C:34]4[CH:35]=[CH:36][CH:37]=[C:38]5[C:42]=4[N:41]([CH3:43])[N:40]=[C:39]5[NH:44]S(C)(=O)=O)=[CH:32][CH:31]=[C:30]([C:49]#[C:50][C:51]4([OH:55])[CH2:54][CH2:53][CH2:52]4)[N:29]=3)[CH2:19][C:20]3[CH:25]=[C:24]([F:26])[CH:23]=[C:22]([F:27])[CH:21]=3)=[O:16])[N:8]=[C:9]([C:10]([F:13])([F:12])[F:11])[C:5]=2[C@H:4]2[CH2:56][C@@H:3]12.CN1C2C(=CC=CC=2B2OC(C)(C)C(C)(C)O2)C(N)=N1, predict the reaction product. The product is: [NH2:44][C:39]1[C:38]2[C:42](=[C:34]([C:33]3[C:28]([C@@H:18]([NH:17][C:15](=[O:16])[CH2:14][N:7]4[C:6]5[C:2]([F:57])([F:1])[C@@H:3]6[CH2:56][C@@H:4]6[C:5]=5[C:9]([C:10]([F:11])([F:13])[F:12])=[N:8]4)[CH2:19][C:20]4[CH:21]=[C:22]([F:27])[CH:23]=[C:24]([F:26])[CH:25]=4)=[N:29][C:30]([C:49]#[C:50][C:51]4([OH:55])[CH2:54][CH2:53][CH2:52]4)=[CH:31][CH:32]=3)[CH:35]=[CH:36][CH:37]=2)[N:41]([CH3:43])[N:40]=1. (8) Given the reactants [CH2:1]([N:3]1[C:12]2[C:7](=[CH:8][C:9]([N+:13]([O-:15])=[O:14])=[CH:10][CH:11]=2)[C:6](=[O:16])[NH:5][C:4]1=[O:17])[CH3:2].[H-].[Na+].Br[CH2:21][O:22][CH3:23].O, predict the reaction product. The product is: [CH2:1]([N:3]1[C:12]2[C:7](=[CH:8][C:9]([N+:13]([O-:15])=[O:14])=[CH:10][CH:11]=2)[C:6](=[O:16])[N:5]([CH2:21][O:22][CH3:23])[C:4]1=[O:17])[CH3:2]. (9) Given the reactants [F:1][C:2]([F:7])([F:6])[C:3]([O-:5])=[O:4].Cl[C:9]1[N:14]=[N:13][C:12]([CH2:15][C:16]2[CH:17]=[CH:18][C:19]([F:31])=[C:20]([CH:30]=2)[C:21]([N:23]2[CH2:29][CH2:28][CH2:27][NH2+:26][CH2:25][CH2:24]2)=[O:22])=[C:11]([CH2:32][CH3:33])[CH:10]=1.CC([O-])=[O:36].[Na+], predict the reaction product. The product is: [F:1][C:2]([F:7])([F:6])[C:3]([O-:5])=[O:4].[CH2:32]([C:11]1[C:12]([CH2:15][C:16]2[CH:17]=[CH:18][C:19]([F:31])=[C:20]([CH:30]=2)[C:21]([N:23]2[CH2:29][CH2:28][CH2:27][NH2+:26][CH2:25][CH2:24]2)=[O:22])=[N:13][NH:14][C:9](=[O:36])[CH:10]=1)[CH3:33].